The task is: Predict the reaction yield, written as a fraction of the theoretical maximum amount of product (1.0 means a 100% yield; for example, 0.34 means a 34% yield).. This data is from Reaction yield outcomes from USPTO patents with 853,638 reactions. (1) The reactants are C(O[C:4](=O)[C:5]([C:10]1[CH:28]=[CH:27][C:13]2[N:14]=[C:15]([NH:18][C:19]3[C:24]([Cl:25])=[CH:23][CH:22]=[CH:21][C:20]=3[Cl:26])[N:16]([CH3:17])[C:12]=2[C:11]=1[C:29]#[N:30])(C)[C:6](=O)[CH3:7])C.O.S(=O)(=O)(O)[OH:34]. The catalyst is C(O)(=O)C. The product is [Cl:25][C:24]1[CH:23]=[CH:22][CH:21]=[C:20]([Cl:26])[C:19]=1[NH:18][C:15]1[N:16]([CH3:17])[C:12]2[C:11]3[C:29](=[O:34])[NH:30][C:6]([CH3:7])=[C:5]([CH3:4])[C:10]=3[CH:28]=[CH:27][C:13]=2[N:14]=1. The yield is 0.460. (2) The reactants are [CH3:1][NH2:2].CO.[Cl:5][C:6]1[CH:11]=[C:10](I)[C:9]([C:13]([F:16])([F:15])[F:14])=[CH:8][N:7]=1. The catalyst is CCCCCC. The product is [Cl:5][C:6]1[CH:11]=[C:10]([NH:2][CH3:1])[C:9]([C:13]([F:16])([F:15])[F:14])=[CH:8][N:7]=1. The yield is 0.310. (3) The yield is 0.440. The reactants are C1(C(C2C=CC=CC=2)(C2C=CC=CC=2)[N:8]2[CH:12]=[C:11]([C:13]3[CH:18]=[C:17]([C:19]([O:21][CH3:22])=[O:20])[CH:16]=[CH:15][N:14]=3)[N:10]=[CH:9]2)C=CC=CC=1.N1C=C(C2C=C(C#N)C=CN=2)N=C1. No catalyst specified. The product is [NH:8]1[CH:12]=[C:11]([C:13]2[CH:18]=[C:17]([C:19]([O:21][CH3:22])=[O:20])[CH:16]=[CH:15][N:14]=2)[N:10]=[CH:9]1. (4) The reactants are Br[C:2]1[S:3][CH:4]=[CH:5][CH:6]=1.[NH:7]1[CH2:11][CH2:10][CH2:9][C:8]1=[O:12]. The yield is 0.950. No catalyst specified. The product is [S:3]1[CH:4]=[CH:5][CH:6]=[C:2]1[N:7]1[CH2:11][CH2:10][CH2:9][C:8]1=[O:12]. (5) The reactants are [Cl:1][C:2]1[CH:7]=[C:6]([N+:8]([O-])=O)[CH:5]=[C:4]([Cl:11])[C:3]=1[N:12]1[CH:16]=[CH:15][CH:14]=[N:13]1.[Cl-].[NH4+].CO. The catalyst is [Fe].O. The product is [Cl:11][C:4]1[CH:5]=[C:6]([NH2:8])[CH:7]=[C:2]([Cl:1])[C:3]=1[N:12]1[CH:16]=[CH:15][CH:14]=[N:13]1. The yield is 0.840. (6) The reactants are [F:1][C:2]1[CH:10]=[C:9]2[C:5]([C:6](SC3C=CC=CC=3)=[C:7]([CH3:11])[NH:8]2)=[CH:4][C:3]=1[O:19][CH3:20]. The yield is 0.800. The catalyst is [Ni].C(O)C. The product is [F:1][C:2]1[CH:10]=[C:9]2[C:5]([CH:6]=[C:7]([CH3:11])[NH:8]2)=[CH:4][C:3]=1[O:19][CH3:20]. (7) The catalyst is C(Cl)Cl.CC(N(C)C)=O. The reactants are ClC(Cl)(OC(=O)OC(Cl)(Cl)Cl)Cl.[C:13]([O-:16])([O-])=[O:14].[Na+].[Na+].C(N1CCN([CH2:27][C:28]2[CH:33]=CC(N)=C[C:29]=2C(F)(F)F)CC1)C.[CH2:39]([N:41]1[CH2:46][CH2:45][N:44]([CH2:47][C:48]2[CH:53]=[CH:52][C:51]([NH:54][C:55](N3CCN(CC)CC3)=[O:56])=[CH:50][C:49]=2[C:65]([F:68])([F:67])[F:66])[CH2:43][CH2:42]1)[CH3:40].C(N1CCNCC1)C.[NH2:77][C:78]1[N:83]=[C:82]([C:84]2[N:92]([CH3:93])[C:91]3[CH2:90][CH2:89][NH:88][C:87](=[O:94])[C:86]=3[CH:85]=2)[C:81]([C:95]#[C:96][C:97]2[CH:102]=[CH:101][CH:100]=[C:99]([NH2:103])[CH:98]=2)=[CH:80][N:79]=1. The product is [C:28]([O:16][C:13]([N:88]1[CH2:89][CH2:90][C:91]2[N:92]([CH3:93])[C:84]([C:82]3[C:81]([C:95]#[C:96][C:97]4[CH:102]=[CH:101][CH:100]=[C:99]([NH:103][C:55]([NH:54][C:51]5[CH:52]=[CH:53][C:48]([CH2:47][N:44]6[CH2:45][CH2:46][N:41]([CH2:39][CH3:40])[CH2:42][CH2:43]6)=[C:49]([C:65]([F:66])([F:67])[F:68])[CH:50]=5)=[O:56])[CH:98]=4)=[CH:80][N:79]=[C:78]([NH2:77])[N:83]=3)=[CH:85][C:86]=2[C:87]1=[O:94])=[O:14])([CH3:33])([CH3:29])[CH3:27]. The yield is 0.520. (8) The reactants are [NH2:1][C:2]1[C:3]([F:26])=[C:4]([CH:23]=[CH:24][CH:25]=1)[CH2:5][N:6]1[CH2:11][CH2:10][N:9]([C:12]([O:14][CH2:15][C:16]2[CH:21]=[CH:20][CH:19]=[CH:18][CH:17]=2)=[O:13])[C@H:8]([CH3:22])[CH2:7]1.[N:27]([C:30]1[CH:31]=[CH:32][C:33]([CH3:36])=[N:34][CH:35]=1)=[C:28]=[O:29]. The catalyst is C1COCC1. The product is [F:26][C:3]1[C:2]([NH:1][C:28]([NH:27][C:30]2[CH:35]=[N:34][C:33]([CH3:36])=[CH:32][CH:31]=2)=[O:29])=[CH:25][CH:24]=[CH:23][C:4]=1[CH2:5][N:6]1[CH2:11][CH2:10][N:9]([C:12]([O:14][CH2:15][C:16]2[CH:21]=[CH:20][CH:19]=[CH:18][CH:17]=2)=[O:13])[C@H:8]([CH3:22])[CH2:7]1. The yield is 0.710.